Dataset: Forward reaction prediction with 1.9M reactions from USPTO patents (1976-2016). Task: Predict the product of the given reaction. (1) Given the reactants [Br:1][C:2]1[CH:7]=[C:6]([O:8][CH3:9])[C:5]([O:10][CH2:11][C:12]2[CH:17]=[CH:16][C:15]([O:18][CH3:19])=[CH:14][CH:13]=2)=[CH:4][C:3]=1[C:20](=[O:27])[CH2:21][C:22]([O:24][CH2:25][CH3:26])=[O:23].[CH3:28]C(N(C)C)=O.CN(C=O)C.C(O)(=O)C.[NH2:43][C@H:44]([CH2:49][OH:50])[C:45]([CH3:48])([CH3:47])[CH3:46], predict the reaction product. The product is: [Br:1][C:2]1[CH:7]=[C:6]([O:8][CH3:9])[C:5]([O:10][CH2:11][C:12]2[CH:13]=[CH:14][C:15]([O:18][CH3:19])=[CH:16][CH:17]=2)=[CH:4][C:3]=1[C:20](/[C:21](=[CH:28]/[NH:43][C@@H:44]([C:45]([CH3:48])([CH3:47])[CH3:46])[CH2:49][OH:50])/[C:22]([O:24][CH2:25][CH3:26])=[O:23])=[O:27]. (2) Given the reactants [CH2:1]([N:8]1[C:12]([CH3:13])=[C:11]([C:14]([O:16]CC)=[O:15])[N:10]=[CH:9]1)[C:2]1[CH:7]=[CH:6][CH:5]=[CH:4][CH:3]=1.[OH-].[K+].Cl, predict the reaction product. The product is: [CH2:1]([N:8]1[C:12]([CH3:13])=[C:11]([C:14]([OH:16])=[O:15])[N:10]=[CH:9]1)[C:2]1[CH:7]=[CH:6][CH:5]=[CH:4][CH:3]=1. (3) Given the reactants [CH:1]1[C:13]2[CH:12]([CH2:14][O:15][C:16]([NH:18][C:19]3[C:20]([CH3:30])=[CH:21][C:22]([CH3:29])=[C:23]([S:25](O)(=[O:27])=[O:26])[CH:24]=3)=[O:17])[C:11]3[C:6](=[CH:7][CH:8]=[CH:9][CH:10]=3)[C:5]=2[CH:4]=[CH:3][CH:2]=1.S(Cl)([Cl:33])=O, predict the reaction product. The product is: [CH:1]1[C:13]2[CH:12]([CH2:14][O:15][C:16](=[O:17])[NH:18][C:19]3[CH:24]=[C:23]([S:25]([Cl:33])(=[O:27])=[O:26])[C:22]([CH3:29])=[CH:21][C:20]=3[CH3:30])[C:11]3[C:6](=[CH:7][CH:8]=[CH:9][CH:10]=3)[C:5]=2[CH:4]=[CH:3][CH:2]=1. (4) Given the reactants [F:1][C:2]1[CH:3]=[N:4][N:5]([CH3:16])[C:6]=1[C:7]1[CH:8]=[C:9]([C:12]([O:14]C)=[O:13])[S:10][CH:11]=1.Cl, predict the reaction product. The product is: [F:1][C:2]1[CH:3]=[N:4][N:5]([CH3:16])[C:6]=1[C:7]1[CH:8]=[C:9]([C:12]([OH:14])=[O:13])[S:10][CH:11]=1. (5) Given the reactants Br[C:2]1[C:3]([CH3:27])=[N:4][N:5]([C:20]2[CH:25]=[CH:24][CH:23]=[CH:22][C:21]=2[CH3:26])[C:6]=1[NH:7][C:8]1[CH:17]=[CH:16][C:15]([O:18][CH3:19])=[CH:14][C:9]=1[C:10]([O:12]C)=[O:11].[O:28]1[CH:32]=[CH:31][C:30](B(O)O)=[CH:29]1.C([O-])([O-])=O.[Na+].[Na+].N#N, predict the reaction product. The product is: [O:28]1[CH:32]=[CH:31][C:30]([C:2]2[C:3]([CH3:27])=[N:4][N:5]([C:20]3[CH:25]=[CH:24][CH:23]=[CH:22][C:21]=3[CH3:26])[C:6]=2[NH:7][C:8]2[CH:17]=[CH:16][C:15]([O:18][CH3:19])=[CH:14][C:9]=2[C:10]([OH:12])=[O:11])=[CH:29]1. (6) Given the reactants C(C1C(=O)[N:6](CCCC2C=CC(Cl)=CC=2)N=C(C2C=CC(OC)=C(F)C=2)C=1)(O)=O.[Cl:30][C:31]1[CH:36]=[CH:35][CH:34]=[CH:33][C:32]=1[CH2:37][CH2:38][CH2:39][N:40]1[C:45](=[O:46])[C:44]([CH2:47]OS(C)(=O)=O)=[CH:43][C:42]([C:53]2[CH:58]=[CH:57][C:56]([O:59][CH3:60])=[C:55]([F:61])[CH:54]=2)=[N:41]1.ClC1C=CC(CCCN2C(=O)C(CO)=CC(C3C=CC(OC)=C(F)C=3)=N2)=CC=1, predict the reaction product. The product is: [NH2:6][CH2:47][C:44]1[C:45](=[O:46])[N:40]([CH2:39][CH2:38][CH2:37][C:32]2[CH:33]=[CH:34][CH:35]=[CH:36][C:31]=2[Cl:30])[N:41]=[C:42]([C:53]2[CH:58]=[CH:57][C:56]([O:59][CH3:60])=[C:55]([F:61])[CH:54]=2)[CH:43]=1. (7) Given the reactants N1CCCCC1.C1C2C(COC([NH:24][C@@H:25]([CH2:29][CH2:30][CH2:31][CH2:32][N:33]([CH2:41][C:42]3[N:43]([CH3:47])[CH:44]=[CH:45][N:46]=3)[CH2:34][C:35]3[N:36]([CH3:40])[CH:37]=[CH:38][N:39]=3)[C:26]([OH:28])=[O:27])=O)C3C(=CC=CC=3)C=2C=CC=1, predict the reaction product. The product is: [NH2:24][C@@H:25]([CH2:29][CH2:30][CH2:31][CH2:32][N:33]([CH2:41][C:42]1[N:43]([CH3:47])[CH:44]=[CH:45][N:46]=1)[CH2:34][C:35]1[N:36]([CH3:40])[CH:37]=[CH:38][N:39]=1)[C:26]([OH:28])=[O:27]. (8) Given the reactants [F:1][C:2]([F:10])([F:9])[C:3]1[CH:8]=[CH:7][CH:6]=[CH:5][N:4]=1, predict the reaction product. The product is: [F:1][C:2]([F:10])([F:9])[CH:3]1[CH2:8][CH2:7][CH2:6][CH2:5][NH:4]1. (9) The product is: [CH3:1][O:2][C:3]1[CH:17]=[CH:16][C:6]([CH2:7][N:8]2[CH:12]=[C:11]([C:13]([Cl:21])=[O:14])[CH:10]=[N:9]2)=[CH:5][CH:4]=1. Given the reactants [CH3:1][O:2][C:3]1[CH:17]=[CH:16][C:6]([CH2:7][N:8]2[CH:12]=[C:11]([C:13](O)=[O:14])[CH:10]=[N:9]2)=[CH:5][CH:4]=1.C(Cl)(=O)C([Cl:21])=O, predict the reaction product.